This data is from Forward reaction prediction with 1.9M reactions from USPTO patents (1976-2016). The task is: Predict the product of the given reaction. (1) The product is: [F:1][C:2]1[CH:12]=[CH:11][C:5]([CH2:6][P:7](=[O:8])([CH:13]=[CH2:14])[CH:19]=[CH2:20])=[CH:4][CH:3]=1. Given the reactants [F:1][C:2]1[CH:12]=[CH:11][C:5]([CH2:6][P:7](Cl)(Cl)=[O:8])=[CH:4][CH:3]=1.[CH:13]([Mg]Br)=[CH2:14].[Cl-].[NH4+].[CH2:19]1COC[CH2:20]1, predict the reaction product. (2) The product is: [N+:12]([C:15]1[CH:23]=[CH:22][C:18]([C:19]2[S:11][C:3]3[CH:4]=[C:5]([C:6]4[S:11][C:3]5[CH:4]=[CH:5][CH:9]=[CH:10][C:2]=5[N:1]=4)[CH:9]=[CH:10][C:2]=3[N:1]=2)=[CH:17][CH:16]=1)([O-:14])=[O:13]. Given the reactants [NH2:1][C:2]1[CH:10]=[CH:9][C:5]([C:6](O)=O)=[CH:4][C:3]=1[SH:11].[N+:12]([C:15]1[CH:23]=[CH:22][C:18]([C:19](Cl)=O)=[CH:17][CH:16]=1)([O-:14])=[O:13], predict the reaction product. (3) Given the reactants [CH3:1][C:2]1[N:3]=[CH:4][C:5]([C:8]([O:10][CH2:11][CH3:12])=[O:9])=[N:6][CH:7]=1.C(OOC(=O)C1C=CC=CC=1)(=O)C1C=CC=CC=1.[Br:31]N1C(=O)CCC1=O, predict the reaction product. The product is: [Br:31][CH2:1][C:2]1[N:3]=[CH:4][C:5]([C:8]([O:10][CH2:11][CH3:12])=[O:9])=[N:6][CH:7]=1. (4) Given the reactants [C:1]1(=[O:11])[NH:5][C:4](=[O:6])[C:3]2=[CH:7][CH:8]=[CH:9][CH:10]=[C:2]12.[K].CS(O[CH2:18][C:19]1[CH:24]=[CH:23][C:22]([Cl:25])=[CH:21][C:20]=1[F:26])(=O)=O.CN(C)C=O, predict the reaction product. The product is: [Cl:25][C:22]1[CH:23]=[CH:24][C:19]([CH2:18][N:5]2[C:1](=[O:11])[C:2]3=[CH:10][CH:9]=[CH:8][CH:7]=[C:3]3[C:4]2=[O:6])=[C:20]([F:26])[CH:21]=1. (5) Given the reactants [Cl:1][C:2]1[C:3]([CH3:18])=[N:4][CH:5]=[CH:6][C:7]=1[O:8][C@H:9]1[CH2:14][CH2:13][C@H:12]([CH:15]([NH2:17])[CH3:16])[CH2:11][CH2:10]1.[Cl:19][C:20]1[CH:28]=[CH:27][C:23]([C:24](O)=[O:25])=[CH:22][CH:21]=1.C(N(CC)CC)C.F[P-](F)(F)(F)(F)F.N1(O[P+](N(C)C)(N(C)C)N(C)C)C2C=CC=CC=2N=N1, predict the reaction product. The product is: [Cl:19][C:20]1[CH:28]=[CH:27][C:23]([C:24]([NH:17][CH:15]([C@H:12]2[CH2:11][CH2:10][C@H:9]([O:8][C:7]3[CH:6]=[CH:5][N:4]=[C:3]([CH3:18])[C:2]=3[Cl:1])[CH2:14][CH2:13]2)[CH3:16])=[O:25])=[CH:22][CH:21]=1. (6) The product is: [O:19]=[C:13]([CH2:14][CH2:15][CH2:16][C:17]#[CH:18])[CH2:1][P:2](=[O:7])([O:5][CH3:6])[O:3][CH3:4]. Given the reactants [CH3:1][P:2](=[O:7])([O:5][CH3:6])[O:3][CH3:4].[Li]CCCC.[C:13](OC)(=[O:19])[C:14]#[C:15][CH2:16][CH2:17][CH3:18], predict the reaction product. (7) Given the reactants Br.[NH2:2][CH2:3][C:4]1[CH:5]=[CH:6][C:7]([F:11])=[C:8]([OH:10])[CH:9]=1.[C:12](Cl)(=[O:22])[C:13]1[C:14](=[CH:18][CH:19]=[CH:20][CH:21]=1)[C:15](Cl)=[O:16].C(N(CC)CC)C, predict the reaction product. The product is: [F:11][C:7]1[CH:6]=[CH:5][C:4]([CH2:3][N:2]2[C:15](=[O:16])[C:14]3[C:13](=[CH:21][CH:20]=[CH:19][CH:18]=3)[C:12]2=[O:22])=[CH:9][C:8]=1[OH:10]. (8) The product is: [Cl:20][C:10]1[C:9]2[C:8](=[CH:16][CH:15]=[CH:14][CH:13]=2)[N:7]=[C:6]2[N:2]([CH3:1])[N:3]=[C:4]([CH3:17])[C:5]=12. Given the reactants [CH3:1][N:2]1[C:6]([NH:7][C:8]2[C:9](=[CH:13][CH:14]=[CH:15][CH:16]=2)[C:10](O)=O)=[CH:5][C:4]([CH3:17])=[N:3]1.O=P(Cl)(Cl)[Cl:20].[OH-].[Na+], predict the reaction product. (9) Given the reactants CCN(CC)CC.[C:8]([O:12][C:13](=[O:42])[NH:14][C:15]1[CH:20]=[CH:19][CH:18]=[CH:17][C:16]=1[NH:21][C:22](=[O:41])[C:23]1[CH:28]=[CH:27][C:26]([CH2:29][NH:30][C:31]2[S:32][C:33]3[CH:39]=[C:38]([OH:40])[CH:37]=[CH:36][C:34]=3[N:35]=2)=[CH:25][CH:24]=1)([CH3:11])([CH3:10])[CH3:9].[NH2:43][CH2:44][CH2:45][N:46]1[CH2:51][CH2:50][O:49][CH2:48][CH2:47]1.C1C[O:55][CH2:54]C1, predict the reaction product. The product is: [C:8]([O:12][C:13](=[O:42])[NH:14][C:15]1[CH:20]=[CH:19][CH:18]=[CH:17][C:16]=1[NH:21][C:22](=[O:41])[C:23]1[CH:24]=[CH:25][C:26]([CH2:29][NH:30][C:31]2[S:32][C:33]3[CH:39]=[C:38]([O:40][C:54](=[O:55])[NH:43][CH2:44][CH2:45][N:46]4[CH2:51][CH2:50][O:49][CH2:48][CH2:47]4)[CH:37]=[CH:36][C:34]=3[N:35]=2)=[CH:27][CH:28]=1)([CH3:11])([CH3:9])[CH3:10]. (10) Given the reactants [CH3:1][O:2][CH2:3][CH2:4][O:5][C:6]([NH:8][C:9]1[CH:10]=[C:11]([CH:14]=[CH:15][CH:16]=1)[CH:12]=O)=[O:7].[C:17]([C:20]1[C:21](=[O:29])[N:22]([CH3:28])[C:23]([CH3:27])=[CH:24][C:25]=1[OH:26])(=[O:19])[CH3:18], predict the reaction product. The product is: [OH:26][C:25]1[CH:24]=[C:23]([CH3:27])[N:22]([CH3:28])[C:21](=[O:29])[C:20]=1[C:17](=[O:19])[CH:18]=[CH:12][C:11]1[CH:14]=[CH:15][CH:16]=[C:9]([NH:8][C:6]([O:5][CH2:4][CH2:3][O:2][CH3:1])=[O:7])[CH:10]=1.